Dataset: Forward reaction prediction with 1.9M reactions from USPTO patents (1976-2016). Task: Predict the product of the given reaction. The product is: [Br:22][C:19]1[N:17]2[N:18]=[C:13]([N:10]3[CH2:11][CH2:12][C@H:8]([NH:7][CH3:6])[CH2:9]3)[CH:14]=[CH:15][C:16]2=[N:21][CH:20]=1. Given the reactants C(O[C:6](=O)[NH:7][C@H:8]1[CH2:12][CH2:11][N:10]([C:13]2[CH:14]=[CH:15][C:16]3[N:17]([C:19]([Br:22])=[CH:20][N:21]=3)[N:18]=2)[CH2:9]1)(C)(C)C.IC.[H-].[Na+], predict the reaction product.